From a dataset of Full USPTO retrosynthesis dataset with 1.9M reactions from patents (1976-2016). Predict the reactants needed to synthesize the given product. The reactants are: [CH2:1]1[C:9]2[C:4](=[CH:5][CH:6]=[CH:7][CH:8]=2)[CH2:3][CH:2]1[N:10]([C:19]1[S:20][CH:21]=[CH:22][N:23]=1)[CH2:11][CH2:12][CH:13]1[CH2:18][CH2:17][CH2:16][CH2:15][NH:14]1.C=O.[BH-](OC(C)=O)(OC(C)=O)O[C:28](C)=O.[Na+].C(O)(=O)C. Given the product [CH2:1]1[C:9]2[C:4](=[CH:5][CH:6]=[CH:7][CH:8]=2)[CH2:3][CH:2]1[N:10]([C:19]1[S:20][CH:21]=[CH:22][N:23]=1)[CH2:11][CH2:12][CH:13]1[CH2:18][CH2:17][CH2:16][CH2:15][N:14]1[CH3:28], predict the reactants needed to synthesize it.